Predict the reaction yield, written as a fraction of the theoretical maximum amount of product (1.0 means a 100% yield; for example, 0.34 means a 34% yield). From a dataset of Reaction yield outcomes from USPTO patents with 853,638 reactions. The yield is 0.799. The product is [Br:13][C:14]1[CH:19]=[CH:18][C:17]([C:2]2[CH:7]=[CH:6][CH:5]=[CH:4][N:3]=2)=[CH:16][CH:15]=1. The catalyst is C1COCC1.CCCCC.CCOCC.[Cl-].[Zn+2].[Cl-].C1C=CC([P]([Pd]([P](C2C=CC=CC=2)(C2C=CC=CC=2)C2C=CC=CC=2)([P](C2C=CC=CC=2)(C2C=CC=CC=2)C2C=CC=CC=2)[P](C2C=CC=CC=2)(C2C=CC=CC=2)C2C=CC=CC=2)(C2C=CC=CC=2)C2C=CC=CC=2)=CC=1. The reactants are Br[C:2]1[CH:7]=[CH:6][CH:5]=[CH:4][N:3]=1.C([Li])(C)(C)C.[Br:13][C:14]1[CH:19]=[CH:18][C:17](I)=[CH:16][CH:15]=1.N.